Dataset: Reaction yield outcomes from USPTO patents with 853,638 reactions. Task: Predict the reaction yield, written as a fraction of the theoretical maximum amount of product (1.0 means a 100% yield; for example, 0.34 means a 34% yield). (1) The reactants are Cl.Cl[C:3]1[C:12]([C:13]#[N:14])=[C:11]([CH3:15])[C:10]2[C:5](=[CH:6][C:7]([O:18][CH3:19])=[C:8]([O:16][CH3:17])[CH:9]=2)[N:4]=1.C(=O)([O-])[O-].[K+].[K+]. The catalyst is C1COCC1. The product is [CH3:17][O:16][C:8]1[CH:9]=[C:10]2[C:5](=[CH:6][C:7]=1[O:18][CH3:19])[N:4]=[CH:3][C:12]([C:13]#[N:14])=[C:11]2[CH3:15]. The yield is 0.970. (2) The reactants are [N-:1]=[C:2]=[S:3].[Na+].[N:5]1C=CC=CC=1.CS(O[N:16]=[C:17](Cl)[C@H:18]1[CH2:22][O:21][C:20]2([CH2:27][CH2:26][CH2:25][CH2:24][CH2:23]2)[O:19]1)(=O)=O.CC1C(OC2C(N)=NC=C(SC3C=CC=CN=3)C=2)=CC=C(C)N=1. The catalyst is C(#N)C. The product is [O:19]1[C:20]2([CH2:27][CH2:26][CH2:25][CH2:24][CH2:23]2)[O:21][CH2:22][CH:18]1[C:17]1[N:1]=[C:2]([NH2:5])[S:3][N:16]=1. The yield is 0.420. (3) The reactants are C[O:2][C:3]([C:5]1[CH:10]=[C:9]([Br:11])[C:8](=[O:12])[N:7]([CH3:13])[C:6]=1[NH:14][C:15]1[CH:20]=[CH:19][C:18]([Br:21])=[CH:17][C:16]=1[F:22])=[O:4].[OH-].[Na+].Cl. The catalyst is CO.O. The product is [Br:11][C:9]1[C:8](=[O:12])[N:7]([CH3:13])[C:6]([NH:14][C:15]2[CH:20]=[CH:19][C:18]([Br:21])=[CH:17][C:16]=2[F:22])=[C:5]([C:3]([OH:4])=[O:2])[CH:10]=1. The yield is 0.720. (4) The reactants are C(OC([N:8]1[CH2:13][CH2:12][CH:11]([CH:14]2[C:19](=[O:20])[C:18]3[CH:21]=[CH:22][CH:23]=[CH:24][C:17]=3[NH:16][S:15]2(=[O:26])=[O:25])[CH2:10][CH2:9]1)=O)(C)(C)C.O1CCOCC1.[ClH:33]. No catalyst specified. The product is [ClH:33].[O:26]=[S:15]1(=[O:25])[CH:14]([CH:11]2[CH2:10][CH2:9][NH:8][CH2:13][CH2:12]2)[C:19](=[O:20])[C:18]2[CH:21]=[CH:22][CH:23]=[CH:24][C:17]=2[NH:16]1. The yield is 1.00. (5) The reactants are [CH:1]1([N:4]2[CH2:9][CH2:8][N:7]([C:10]3[O:11][C:12]4[CH:18]=[CH:17][CH:16]=[CH:15][C:13]=4[N:14]=3)[CH2:6][CH2:5]2)[CH2:3][CH2:2]1.C[CH2:20][N:21](CC)CC.[Cl:26][CH2:27][CH2:28][CH2:29][S:30](Cl)(=[O:32])=[O:31]. The catalyst is C(Cl)Cl. The product is [CH:1]1([N:4]2[CH2:9][CH2:8][N:7]([C:10]3[O:11][C:12]4[CH:18]=[CH:17][C:16]([CH2:20][NH:21][S:30]([CH2:29][CH2:28][CH2:27][Cl:26])(=[O:32])=[O:31])=[CH:15][C:13]=4[N:14]=3)[CH2:6][CH2:5]2)[CH2:3][CH2:2]1. The yield is 0.420. (6) The reactants are [NH2:1][C:2]1[CH:15]=[CH:14][C:5]2[C@H:6]([CH2:9][C:10]([O:12][CH3:13])=[O:11])[CH2:7][O:8][C:4]=2[CH:3]=1.[N+:16]([C:19]1[CH:24]=[CH:23][CH:22]=[CH:21][C:20]=1[S:25](Cl)(=[O:27])=[O:26])([O-:18])=[O:17]. The catalyst is N1C=CC=CC=1. The product is [N+:16]([C:19]1[CH:24]=[CH:23][CH:22]=[CH:21][C:20]=1[S:25]([NH:1][C:2]1[CH:15]=[CH:14][C:5]2[C@H:6]([CH2:9][C:10]([O:12][CH3:13])=[O:11])[CH2:7][O:8][C:4]=2[CH:3]=1)(=[O:27])=[O:26])([O-:18])=[O:17]. The yield is 0.860. (7) The reactants are Cl[C:2]1[N:3]=[C:4]([CH3:19])[C:5]([C:13]2[CH:18]=[CH:17][CH:16]=[CH:15][CH:14]=2)=[C:6]2[CH2:11][CH2:10][O:9][C:8](=[O:12])[C:7]=12.C([O-])(=O)C.[Na+].[H][H]. The catalyst is CO.C([O-])(=O)C.[Pd+2].C([O-])(=O)C. The product is [CH3:19][C:4]1[C:5]([C:13]2[CH:18]=[CH:17][CH:16]=[CH:15][CH:14]=2)=[C:6]2[CH2:11][CH2:10][O:9][C:8](=[O:12])[C:7]2=[CH:2][N:3]=1. The yield is 0.960.